The task is: Predict the reactants needed to synthesize the given product.. This data is from Retrosynthesis with 50K atom-mapped reactions and 10 reaction types from USPTO. (1) Given the product CC(C)CNc1cc(N2CCN(C)CC2)ccn1, predict the reactants needed to synthesize it. The reactants are: CC(C)CNc1cc(I)ccn1.CN1CCNCC1. (2) Given the product CS(=O)(=O)N1CCc2ccc([N+](=O)[O-])cc2CC1, predict the reactants needed to synthesize it. The reactants are: CS(=O)(=O)Cl.O=[N+]([O-])c1ccc2c(c1)CCNCC2. (3) Given the product COc1cc2c(Oc3ccc4[nH]ccc4c3)ncnc2cc1OCCCN(C)S(C)(=O)=O, predict the reactants needed to synthesize it. The reactants are: COc1cc2c(Cl)ncnc2cc1OCCCN(C)S(C)(=O)=O.Oc1ccc2[nH]ccc2c1. (4) The reactants are: C1CCNC1.CCOC(=O)c1cnc(Cl)c(Cl)c1. Given the product CCOC(=O)c1cnc(N2CCCC2)c(Cl)c1, predict the reactants needed to synthesize it. (5) Given the product CNC(=O)c1cccc(F)c1Nc1nc(Nc2ccc3c(c2)NC(=O)C(NC(=O)OC)CC3(C)C)ncc1Cl, predict the reactants needed to synthesize it. The reactants are: CNC(=O)c1cccc(F)c1Nc1nc(Cl)ncc1Cl.COC(=O)NC1CC(C)(C)c2ccc(N)cc2NC1=O. (6) The reactants are: NCCCc1nc(Cl)nc2c1SCC2.c1ccc(N2CCNCC2)cc1. Given the product NCCCc1nc(N2CCN(c3ccccc3)CC2)nc2c1SCC2, predict the reactants needed to synthesize it.